Predict the product of the given reaction. From a dataset of Forward reaction prediction with 1.9M reactions from USPTO patents (1976-2016). (1) Given the reactants [CH3:1][N:2]1[CH2:7][CH2:6][NH:5][CH2:4][CH2:3]1.[CH2:8]([O:15][C:16]1[CH:43]=[CH:42][C:41]([CH2:44][CH2:45]Br)=[CH:40][C:17]=1[C:18]([NH:20][C:21]1[CH:33]=[C:32]([C:34]2[CH:39]=[CH:38][CH:37]=[CH:36][CH:35]=2)[CH:31]=[CH:30][C:22]=1[C:23]([O:25][C:26]([CH3:29])([CH3:28])[CH3:27])=[O:24])=[O:19])[C:9]1[CH:14]=[CH:13][CH:12]=[CH:11][CH:10]=1.C(=O)([O-])[O-].[K+].[K+], predict the reaction product. The product is: [CH2:8]([O:15][C:16]1[CH:43]=[CH:42][C:41]([CH2:44][CH2:45][N:5]2[CH2:6][CH2:7][N:2]([CH3:1])[CH2:3][CH2:4]2)=[CH:40][C:17]=1[C:18]([NH:20][C:21]1[CH:33]=[C:32]([C:34]2[CH:39]=[CH:38][CH:37]=[CH:36][CH:35]=2)[CH:31]=[CH:30][C:22]=1[C:23]([O:25][C:26]([CH3:29])([CH3:28])[CH3:27])=[O:24])=[O:19])[C:9]1[CH:14]=[CH:13][CH:12]=[CH:11][CH:10]=1. (2) Given the reactants Cl[CH2:2][C:3]1[CH:11]=[CH:10][C:6]([C:7](Cl)=[O:8])=[CH:5][CH:4]=1.[CH3:12][Si:13]([CH3:18])([CH3:17])[CH2:14][CH2:15][OH:16].C(N(CC)CC)C.[I-:26].[Na+], predict the reaction product. The product is: [CH3:12][Si:13]([CH3:18])([CH3:17])[CH2:14][CH2:15][O:16][C:7](=[O:8])[C:6]1[CH:10]=[CH:11][C:3]([CH2:2][I:26])=[CH:4][CH:5]=1. (3) Given the reactants [CH3:1][C:2]1[CH:11]=[C:10]([CH2:12][O:13][C:14]2[CH:19]=[CH:18][C:17]([S:20]([NH:23][C@@H:24]3[C@H:29]([C:30]([O:32][C:33]([CH3:36])([CH3:35])[CH3:34])=[O:31])[CH2:28][CH:27]=[CH:26][CH2:25]3)(=[O:22])=[O:21])=[CH:16][CH:15]=2)[C:9]2[C:4](=[CH:5][CH:6]=[CH:7][CH:8]=2)[N:3]=1.[C:37](=O)([O-])[O-].[K+].[K+].IC, predict the reaction product. The product is: [CH3:37][N:23]([S:20]([C:17]1[CH:16]=[CH:15][C:14]([O:13][CH2:12][C:10]2[C:9]3[C:4](=[CH:5][CH:6]=[CH:7][CH:8]=3)[N:3]=[C:2]([CH3:1])[CH:11]=2)=[CH:19][CH:18]=1)(=[O:22])=[O:21])[C@@H:24]1[C@H:29]([C:30]([O:32][C:33]([CH3:36])([CH3:35])[CH3:34])=[O:31])[CH2:28][CH:27]=[CH:26][CH2:25]1.